This data is from Catalyst prediction with 721,799 reactions and 888 catalyst types from USPTO. The task is: Predict which catalyst facilitates the given reaction. (1) Reactant: C[O:2][C:3](=[O:35])[C:4]1[CH:9]=[C:8]([N+:10]([O-:12])=[O:11])[C:7]([O:13][CH3:14])=[CH:6][C:5]=1[NH:15][C:16]1[CH:21]=[CH:20][C:19]([CH2:22][CH2:23][CH2:24][CH2:25][CH2:26][C:27]2[CH:32]=[CH:31][C:30]([Cl:33])=[C:29]([Cl:34])[CH:28]=2)=[CH:18][CH:17]=1.[OH-].[Na+]. Product: [Cl:34][C:29]1[CH:28]=[C:27]([CH2:26][CH2:25][CH2:24][CH2:23][CH2:22][C:19]2[CH:20]=[CH:21][C:16]([NH:15][C:5]3[CH:6]=[C:7]([O:13][CH3:14])[C:8]([N+:10]([O-:12])=[O:11])=[CH:9][C:4]=3[C:3]([OH:35])=[O:2])=[CH:17][CH:18]=2)[CH:32]=[CH:31][C:30]=1[Cl:33]. The catalyst class is: 1. (2) Reactant: [CH2:1]([C:5]1[N:6]=[C:7]([CH3:27])[NH:8][C:9](=[O:26])[C:10]=1[CH2:11][C:12]1[CH:17]=[CH:16][C:15]([C:18]2[C:19]([C:24]#[N:25])=[CH:20][CH:21]=[CH:22][CH:23]=2)=[CH:14][CH:13]=1)[CH2:2][CH2:3][CH3:4].N(C(N1CCCCC1)=O)=NC(N1CCCCC1)=O.C(P(CCCC)CCCC)CCC.[CH3:59][C:60]1([CH3:71])[CH2:64][C:63]2[CH:65]=[CH:66][CH:67]=[C:68]([CH2:69]O)[C:62]=2[O:61]1. Product: [CH2:1]([C:5]1[N:6]=[C:7]([CH3:27])[N:8]([CH2:69][C:68]2[C:62]3[O:61][C:60]([CH3:71])([CH3:59])[CH2:64][C:63]=3[CH:65]=[CH:66][CH:67]=2)[C:9](=[O:26])[C:10]=1[CH2:11][C:12]1[CH:17]=[CH:16][C:15]([C:18]2[C:19]([C:24]#[N:25])=[CH:20][CH:21]=[CH:22][CH:23]=2)=[CH:14][CH:13]=1)[CH2:2][CH2:3][CH3:4]. The catalyst class is: 362. (3) Reactant: [F:1][C:2]1[CH:7]=[C:6]([C:8]2[CH:13]=[N:12][CH:11]=[C:10]3[N:14]([CH3:17])[N:15]=[CH:16][C:9]=23)[CH:5]=[CH:4][C:3]=1[NH2:18].[C:19]([O-:22])([O-])=[O:20].[Na+].[Na+]. Product: [C:2]1([O:22][C:19](=[O:20])[NH:18][C:3]2[CH:4]=[CH:5][C:6]([C:8]3[CH:13]=[N:12][CH:11]=[C:10]4[N:14]([CH3:17])[N:15]=[CH:16][C:9]=34)=[CH:7][C:2]=2[F:1])[CH:7]=[CH:6][CH:5]=[CH:4][CH:3]=1. The catalyst class is: 1. (4) Reactant: Cl[C:2]([C:5]([O:7][CH2:8][CH3:9])=[O:6])=[CH:3][O-].[K+].Cl.[Cl:12][C:13]1[CH:18]=[CH:17][N:16]=[C:15]([NH2:19])[CH:14]=1.C(=O)([O-])[O-].[Na+].[Na+]. Product: [Cl:12][C:13]1[CH:18]=[CH:17][N:16]2[C:2]([C:5]([O:7][CH2:8][CH3:9])=[O:6])=[CH:3][N:19]=[C:15]2[CH:14]=1. The catalyst class is: 88. (5) Reactant: [CH2:1]([N:8]1[CH2:12][CH2:11][C@H:10]([O:13][S:14]([C:17]2[CH:22]=[CH:21][C:20]([CH3:23])=[CH:19][CH:18]=2)(=[O:16])=[O:15])[CH2:9]1)[C:2]1[CH:7]=[CH:6][CH:5]=[CH:4][CH:3]=1.[O:24]=[S:25]1(=[O:31])[CH2:30][CH2:29][NH:28][CH2:27][CH2:26]1. Product: [CH2:1]([N:8]1[CH2:12][CH2:11][C@H:10]([O:13][S:14]([C:17]2[CH:18]=[CH:19][C:20]([CH3:23])=[CH:21][CH:22]=2)(=[O:15])=[O:16])[CH2:9]1)[C:2]1[CH:3]=[CH:4][CH:5]=[CH:6][CH:7]=1.[CH2:1]([N:8]1[CH2:12][CH2:11][C@@H:10]([N:28]2[CH2:29][CH2:30][S:25](=[O:31])(=[O:24])[CH2:26][CH2:27]2)[CH2:9]1)[C:2]1[CH:3]=[CH:4][CH:5]=[CH:6][CH:7]=1. The catalyst class is: 12.